This data is from Reaction yield outcomes from USPTO patents with 853,638 reactions. The task is: Predict the reaction yield, written as a fraction of the theoretical maximum amount of product (1.0 means a 100% yield; for example, 0.34 means a 34% yield). (1) The reactants are [NH2:1][C:2]1[N:3]=[C:4]([C:16]2[CH:21]=[CH:20][C:19]([CH3:22])=[CH:18][CH:17]=2)[C:5]([C:8]2[CH:15]=[CH:14][C:11]([C:12]#[N:13])=[CH:10][CH:9]=2)=[N:6][CH:7]=1.[Br:23]N1C(=O)CCC1=O. The catalyst is O1CCCC1.C(Cl)Cl. The product is [NH2:1][C:2]1[N:3]=[C:4]([C:16]2[CH:17]=[CH:18][C:19]([CH3:22])=[CH:20][CH:21]=2)[C:5]([C:8]2[CH:9]=[CH:10][C:11]([C:12]#[N:13])=[CH:14][CH:15]=2)=[N:6][C:7]=1[Br:23]. The yield is 0.920. (2) The reactants are Br[C:2]1[C:3]([NH:9][CH:10]2[CH2:14][CH2:13][CH2:12][CH2:11]2)=[N:4][C:5]([Cl:8])=[N:6][CH:7]=1.ClCCl.CCN(CC)CC.[CH2:25]([O:27][CH:28]([O:31][CH2:32][CH3:33])[C:29]#[CH:30])[CH3:26]. The catalyst is C1COCC1.C1C=CC(P(C2C=CC=CC=2)[C-]2C=CC=C2)=CC=1.C1C=CC(P(C2C=CC=CC=2)[C-]2C=CC=C2)=CC=1.Cl[Pd]Cl.[Fe+2].[Cu]I. The product is [Cl:8][C:5]1[N:4]=[C:3]([NH:9][CH:10]2[CH2:14][CH2:13][CH2:12][CH2:11]2)[C:2]([C:30]#[C:29][CH:28]([O:31][CH2:32][CH3:33])[O:27][CH2:25][CH3:26])=[CH:7][N:6]=1. The yield is 0.540. (3) The reactants are [CH3:1][O:2][C:3]1[CH:4]=[C:5]2[C:10](=[CH:11][C:12]=1[O:13][CH3:14])[N:9]=[C:8]([NH:15][C@H:16]1[CH2:21][CH2:20][C@H:19](O)[CH2:18][CH2:17]1)[CH:7]=[N:6]2.C1(P(C2C=CC=CC=2)C2C=CC=CC=2)C=CC=CC=1.N(C(OCC)=O)=NC(OCC)=O.[N+](C1C=CC(C(O)=O)=CC=1)([O-])=O. The catalyst is C1COCC1. The product is [CH:16]1([NH:15][C:8]2[CH:7]=[N:6][C:5]3[C:10](=[CH:11][C:12]([O:13][CH3:14])=[C:3]([O:2][CH3:1])[CH:4]=3)[N:9]=2)[CH2:21][CH2:20][CH:19]=[CH:18][CH2:17]1. The yield is 0.877.